Dataset: Forward reaction prediction with 1.9M reactions from USPTO patents (1976-2016). Task: Predict the product of the given reaction. (1) Given the reactants [N:1]1[O:2][N:3]=[C:4]2[C:9]([CH:10]3[C:15]([C:16]#[N:17])=[C:14]([CH:18]4[CH2:27][CH2:26][CH2:25][CH2:24][C:19]54OCC[O:20]5)[NH:13][C:12]4=[N:28][NH:29][CH:30]=[C:11]34)=[CH:8][CH:7]=[CH:6][C:5]=12.O1CCOCC1.Cl, predict the reaction product. The product is: [N:1]1[O:2][N:3]=[C:4]2[C:9]([CH:10]3[C:15]([C:16]#[N:17])=[C:14]([CH:18]4[CH2:27][CH2:26][CH2:25][CH2:24][C:19]4=[O:20])[NH:13][C:12]4=[N:28][NH:29][CH:30]=[C:11]34)=[CH:8][CH:7]=[CH:6][C:5]=12. (2) Given the reactants [CH:1]1([C:6]#[C:7][C:8]2[CH:17]=[CH:16][C:15]3[C:10](=[CH:11][CH:12]=[C:13]([C:18]4[CH:23]=[C:22]([F:24])[C:21]([F:25])=[C:20]([F:26])[CH:19]=4)[CH:14]=3)[CH:9]=2)[CH2:5][CH2:4][CH2:3][CH2:2]1, predict the reaction product. The product is: [CH:1]1([CH2:6][CH2:7][C:8]2[CH:17]=[CH:16][C:15]3[C:10](=[CH:11][CH:12]=[C:13]([C:18]4[CH:19]=[C:20]([F:26])[C:21]([F:25])=[C:22]([F:24])[CH:23]=4)[CH:14]=3)[CH:9]=2)[CH2:5][CH2:4][CH2:3][CH2:2]1. (3) Given the reactants Cl.CN(C)CCCN=C=NOCC.[Cl:14][C:15]1[CH:16]=[C:17]2[C:21](=[CH:22][CH:23]=1)[NH:20][C:19]([S:24]([N:27]1[CH2:32][CH2:31][NH:30][CH2:29][CH2:28]1)(=[O:26])=[O:25])=[CH:18]2.ON1C2C=CC=CC=2N=N1.[Cl:43][C:44]1[N:49]=[N:48][C:47]([N:50]2[CH2:55][CH2:54][CH:53]([C:56](O)=[O:57])[CH2:52][CH2:51]2)=[CH:46][CH:45]=1, predict the reaction product. The product is: [Cl:14][C:15]1[CH:16]=[C:17]2[C:21](=[CH:22][CH:23]=1)[NH:20][C:19]([S:24]([N:27]1[CH2:32][CH2:31][N:30]([C:56]([CH:53]3[CH2:54][CH2:55][N:50]([C:47]4[N:48]=[N:49][C:44]([Cl:43])=[CH:45][CH:46]=4)[CH2:51][CH2:52]3)=[O:57])[CH2:29][CH2:28]1)(=[O:26])=[O:25])=[CH:18]2. (4) The product is: [Cl:1][C:2]1[CH:19]=[CH:18][C:5]2=[C:6]([CH2:14][OH:15])[CH:7]=[C:8]3[C:13]([CH:12]=[N:11][CH:10]=[CH:9]3)=[C:4]2[CH:3]=1. Given the reactants [Cl:1][C:2]1[CH:19]=[CH:18][C:5]2=[C:6]([C:14](OC)=[O:15])[CH:7]=[C:8]3[C:13]([CH:12]=[N:11][CH:10]=[CH:9]3)=[C:4]2[CH:3]=1.[H-].[Al+3].[Li+].[H-].[H-].[H-], predict the reaction product. (5) Given the reactants Cl[CH:2]1[C:7](=[O:8])[CH2:6][C:5]([CH:21]2[CH2:25][CH2:24][CH2:23][CH2:22]2)([CH2:9][CH2:10][C:11]2[CH:16]=[CH:15][C:14]([CH:17]([F:19])[F:18])=[C:13]([F:20])[CH:12]=2)[O:4][C:3]1=[O:26].[CH3:27][C:28]1[CH:33]=[C:32]([CH3:34])[N:31]2[N:35]=[C:36]([SH:38])[N:37]=[C:30]2[N:29]=1.C(N(CC)CC)C, predict the reaction product. The product is: [CH:21]1([C:5]2([CH2:9][CH2:10][C:11]3[CH:16]=[CH:15][C:14]([CH:17]([F:19])[F:18])=[C:13]([F:20])[CH:12]=3)[O:4][C:3](=[O:26])[C:2]([S:38][C:36]3[N:37]=[C:30]4[N:29]=[C:28]([CH3:27])[CH:33]=[C:32]([CH3:34])[N:31]4[N:35]=3)=[C:7]([OH:8])[CH2:6]2)[CH2:25][CH2:24][CH2:23][CH2:22]1. (6) Given the reactants [C:1]([C:4]1[CH:12]=[C:11]2[C:7]([C:8]([CH3:24])([CH3:23])[C:9](=[O:22])[N:10]2[CH2:13][C:14]2[CH:19]=[CH:18][C:17]([O:20][CH3:21])=[CH:16][CH:15]=2)=[CH:6][CH:5]=1)(=[O:3])[CH3:2].[C:25](OC)(=[O:27])[CH3:26], predict the reaction product. The product is: [CH3:21][O:20][C:17]1[CH:16]=[CH:15][C:14]([CH2:13][N:10]2[C:11]3[C:7](=[CH:6][CH:5]=[C:4]([C:1](=[O:3])[CH2:2][C:25](=[O:27])[CH3:26])[CH:12]=3)[C:8]([CH3:24])([CH3:23])[C:9]2=[O:22])=[CH:19][CH:18]=1. (7) Given the reactants [CH3:1][O:2][CH2:3][CH2:4][O:5][C:6]1[CH:7]=[C:8]2[C:12](=[C:13]([N:15]([CH3:25])[S:16]([C:19]3[CH:24]=[CH:23][CH:22]=[CH:21][N:20]=3)(=[O:18])=[O:17])[CH:14]=1)[NH:11][C:10]([C:26]1[S:27][CH2:28][C@H:29]([C:31](OC)=[O:32])[N:30]=1)=[CH:9]2.C1(P(=O)(C2C=CC=CC=2)C2C=CC=CC=2)C=CC=CC=1.[BH4-].[Na+].CO, predict the reaction product. The product is: [OH:32][CH2:31][C@H:29]1[CH2:28][S:27][C:26]([C:10]2[NH:11][C:12]3[C:8]([CH:9]=2)=[CH:7][C:6]([O:5][CH2:4][CH2:3][O:2][CH3:1])=[CH:14][C:13]=3[N:15]([CH3:25])[S:16]([C:19]2[CH:24]=[CH:23][CH:22]=[CH:21][N:20]=2)(=[O:17])=[O:18])=[N:30]1.